From a dataset of Forward reaction prediction with 1.9M reactions from USPTO patents (1976-2016). Predict the product of the given reaction. (1) Given the reactants CCC[CH2:4][CH2:5][CH2:6][CH2:7][CH2:8][CH2:9][CH2:10][CH2:11][CH2:12][O:13]S([O-])(=O)=O.[Na+].[SiH4], predict the reaction product. The product is: [CH:12](=[O:13])[CH2:11][CH2:10][CH2:9][CH2:8][CH2:7][CH2:6][CH2:5][CH3:4]. (2) Given the reactants [CH3:1][O:2][C:3]1[C:4]([N:17]2[CH2:22][CH2:21][O:20][CH2:19][CH2:18]2)=[N:5][C:6]([C:9]2[CH:10]=[C:11]([NH2:16])[C:12]([NH2:15])=[CH:13][CH:14]=2)=[N:7][CH:8]=1.[N:23]#[C:24]Br, predict the reaction product. The product is: [CH3:1][O:2][C:3]1[C:4]([N:17]2[CH2:22][CH2:21][O:20][CH2:19][CH2:18]2)=[N:5][C:6]([C:9]2[CH:14]=[CH:13][C:12]3[NH:15][C:24]([NH2:23])=[N:16][C:11]=3[CH:10]=2)=[N:7][CH:8]=1. (3) The product is: [F:21][C:22]([F:35])([F:34])[S:23]([O:12][C:8]1[C:9]2[C:4](=[C:3]([O:14][S:23]([C:22]([F:21])([F:34])[F:35])(=[O:24])=[O:25])[C:2]([Br:1])=[CH:11][CH:10]=2)[CH:5]=[CH:6][C:7]=1[Br:13])(=[O:25])=[O:24]. Given the reactants [Br:1][C:2]1[CH:11]=[CH:10][C:9]2[C:8]([OH:12])=[C:7]([Br:13])[CH:6]=[CH:5][C:4]=2[C:3]=1[OH:14].N1C=CC=CC=1.[F:21][C:22]([F:35])([F:34])[S:23](O[S:23]([C:22]([F:35])([F:34])[F:21])(=[O:25])=[O:24])(=[O:25])=[O:24].Cl, predict the reaction product. (4) Given the reactants [NH2:1][C:2]1[N:7]=[C:6](Br)[C:5]([C:9]#[N:10])=[C:4]([S:11][CH3:12])[N:3]=1.[OH:13][CH2:14][C:15]1[CH:20]=[CH:19][CH:18]=[CH:17][N:16]=1.C1CCN2C(=NCCC2)CC1.O, predict the reaction product. The product is: [NH2:1][C:2]1[N:3]=[C:4]([S:11][CH3:12])[C:5]([C:9]#[N:10])=[C:6]([O:13][CH2:14][C:15]2[CH:20]=[CH:19][CH:18]=[CH:17][N:16]=2)[N:7]=1. (5) The product is: [CH:1]([C:4]1[C:12]2[N:11]([CH3:13])[CH2:10][CH:9]3[CH2:14][NH:15][CH2:16][CH2:17][C:7]([C:8]=23)=[CH:6][CH:5]=1)([CH3:3])[CH3:2]. Given the reactants [CH:1]([C:4]1[C:12]2[N:11]([CH3:13])[CH2:10][CH:9]3[CH2:14][N:15](C(OC(C)(C)C)=O)[CH2:16][CH2:17][C:7]([C:8]=23)=[CH:6][CH:5]=1)([CH3:3])[CH3:2].Cl.C(OCC)(=O)C.C(=O)(O)[O-].[Na+], predict the reaction product. (6) Given the reactants C(OC([N:8]1[CH2:12][C@@H:11]([CH2:13][N:14]([CH:31]([CH3:33])[CH3:32])[C:15](=[O:30])[C:16]2[CH:21]=[CH:20][C:19]([O:22][CH3:23])=[C:18]([O:24][CH2:25][CH2:26][CH2:27][O:28][CH3:29])[CH:17]=2)[C@H:10]([CH:34]=O)[CH2:9]1)=O)(C)(C)C.[CH2:36]([NH2:40])[CH:37]([CH3:39])[CH3:38].[BH4-].[Na+], predict the reaction product. The product is: [CH2:36]([NH:40][CH2:34][C@@H:10]1[CH2:9][NH:8][CH2:12][C@H:11]1[CH2:13][N:14]([CH:31]([CH3:33])[CH3:32])[C:15](=[O:30])[C:16]1[CH:21]=[CH:20][C:19]([O:22][CH3:23])=[C:18]([O:24][CH2:25][CH2:26][CH2:27][O:28][CH3:29])[CH:17]=1)[CH:37]([CH3:39])[CH3:38]. (7) Given the reactants [CH3:1][N:2]1[CH:7]2[CH2:8][CH2:9][CH:3]1[CH:4]=[C:5](OS(C(F)(F)F)(=O)=O)[CH2:6]2.[CH:18]1[C:27]2[C:22](=[CH:23][CH:24]=[CH:25][CH:26]=2)[CH:21]=[CH:20][C:19]=1B(O)O.C(=O)([O-])[O-].[K+].[K+].[Cl-:37].[Li+], predict the reaction product. The product is: [ClH:37].[CH3:1][N:2]1[CH:7]2[CH2:8][CH2:9][CH:3]1[CH:4]=[C:5]([C:20]1[CH:19]=[CH:18][C:27]3[C:22](=[CH:23][CH:24]=[CH:25][CH:26]=3)[CH:21]=1)[CH2:6]2.